The task is: Predict the reaction yield, written as a fraction of the theoretical maximum amount of product (1.0 means a 100% yield; for example, 0.34 means a 34% yield).. This data is from Reaction yield outcomes from USPTO patents with 853,638 reactions. (1) The reactants are [OH:1][C:2]1[C:3]([CH:11]2[C:15]3=[N:16][CH:17]=[CH:18][CH:19]=[C:14]3[N:13]([CH2:20][CH2:21][CH2:22][CH2:23][CH3:24])[C:12]2=[O:25])=[CH:4][C:5]2[O:9][CH2:8][O:7][C:6]=2[CH:10]=1.C([N-]C(C)C)(C)C.[Li+].[CH2:34]=[O:35]. The catalyst is O1CCCC1. The product is [OH:1][C:2]1[C:3]([C:11]2([CH2:34][OH:35])[C:15]3=[N:16][CH:17]=[CH:18][CH:19]=[C:14]3[N:13]([CH2:20][CH2:21][CH2:22][CH2:23][CH3:24])[C:12]2=[O:25])=[CH:4][C:5]2[O:9][CH2:8][O:7][C:6]=2[CH:10]=1. The yield is 1.00. (2) The reactants are [NH2:1][C:2]1[N:7]([CH3:8])[C:6](=[O:9])[CH2:5][C:4]([C:11]2[CH:16]=[CH:15][CH:14]=[C:13](Br)[CH:12]=2)([CH3:10])[N:3]=1.COCCOC.C(=O)([O-])[O-].[Cs+].[Cs+].[CH3:30][O:31][C:32]1[CH:33]=[C:34](B(O)O)[CH:35]=[CH:36][CH:37]=1. The catalyst is C(O)C.O. The product is [NH2:1][C:2]1[N:7]([CH3:8])[C:6](=[O:9])[CH2:5][C:4]([C:11]2[CH:12]=[C:13]([C:36]3[CH:35]=[CH:34][CH:33]=[C:32]([O:31][CH3:30])[CH:37]=3)[CH:14]=[CH:15][CH:16]=2)([CH3:10])[N:3]=1. The yield is 0.430. (3) The reactants are [CH2:1]([N:8]1[C:12](=O)[C@@H:11]2[C:14]3[CH:15]=[CH:16][CH:17]=[C:18]([O:22][CH2:23][C:24]4[CH:29]=[CH:28][CH:27]=[CH:26][CH:25]=4)[C:19]=3[CH2:20][O:21][C@@:10]2([CH3:30])[CH2:9]1)[C:2]1[CH:7]=[CH:6][CH:5]=[CH:4][CH:3]=1.B.Cl.[OH-].[Na+]. The catalyst is C1COCC1. The product is [CH2:1]([N:8]1[CH2:12][C@@H:11]2[C:14]3[CH:15]=[CH:16][CH:17]=[C:18]([O:22][CH2:23][C:24]4[CH:29]=[CH:28][CH:27]=[CH:26][CH:25]=4)[C:19]=3[CH2:20][O:21][C@@:10]2([CH3:30])[CH2:9]1)[C:2]1[CH:3]=[CH:4][CH:5]=[CH:6][CH:7]=1. The yield is 0.150. (4) The reactants are [NH2:1][CH:2]([C:6]#[N:7])[C:3]([NH2:5])=[O:4].[N:8]([C:11]1[C:20]2[C:15](=[CH:16][CH:17]=[CH:18][CH:19]=2)[CH:14]=[CH:13][CH:12]=1)=[C:9]=[S:10]. The catalyst is CCOC(C)=O. The product is [NH2:7][C:6]1[S:10][C:9]([NH:8][C:11]2[C:20]3[C:15](=[CH:16][CH:17]=[CH:18][CH:19]=3)[CH:14]=[CH:13][CH:12]=2)=[N:1][C:2]=1[C:3]([NH2:5])=[O:4]. The yield is 0.480. (5) The reactants are [H-].[Na+].[C:3]([O:11][CH2:12][CH3:13])(=[O:10])[CH2:4][C:5]([O:7]CC)=O.[CH2:14]([N:21]1[C:26]2[N:27]=[CH:28][CH:29]=[CH:30][C:25]=2C(=O)[O:23][C:22]1=O)[C:15]1[CH:20]=[CH:19][CH:18]=[CH:17][CH:16]=1. The catalyst is CC(N(C)C)=O. The product is [CH2:14]([N:21]1[C:26]2[C:25](=[CH:30][CH:29]=[CH:28][N:27]=2)[C:5]([OH:7])=[C:4]([C:3]([O:11][CH2:12][CH3:13])=[O:10])[C:22]1=[O:23])[C:15]1[CH:16]=[CH:17][CH:18]=[CH:19][CH:20]=1. The yield is 0.680. (6) The reactants are [Cl:1][C:2]1[CH:7]=[CH:6][C:5]([N:8]2[C:12]([S:13][CH3:14])=[C:11]([C:15]([O:17]C(C)(C)C)=[O:16])[N:10]=[C:9]2[C:22]2[CH:27]=[CH:26][C:25]([Cl:28])=[CH:24][C:23]=2[Cl:29])=[CH:4][CH:3]=1.C(O)(C(F)(F)F)=O. The catalyst is C(Cl)Cl. The product is [Cl:1][C:2]1[CH:7]=[CH:6][C:5]([N:8]2[C:12]([S:13][CH3:14])=[C:11]([C:15]([OH:17])=[O:16])[N:10]=[C:9]2[C:22]2[CH:27]=[CH:26][C:25]([Cl:28])=[CH:24][C:23]=2[Cl:29])=[CH:4][CH:3]=1. The yield is 0.980.